Dataset: Full USPTO retrosynthesis dataset with 1.9M reactions from patents (1976-2016). Task: Predict the reactants needed to synthesize the given product. (1) Given the product [Br:1][C:2]1[CH:3]=[C:4]([C:18]([OH:20])=[O:19])[C:5]([O:8][C:9]2[C:14]([CH3:15])=[CH:13][C:12]([CH3:16])=[CH:11][C:10]=2[CH3:17])=[N:6][CH:7]=1, predict the reactants needed to synthesize it. The reactants are: [Br:1][C:2]1[CH:3]=[C:4]([C:18]([O:20]C)=[O:19])[C:5]([O:8][C:9]2[C:14]([CH3:15])=[CH:13][C:12]([CH3:16])=[CH:11][C:10]=2[CH3:17])=[N:6][CH:7]=1.[OH-].[Na+].Cl. (2) The reactants are: C(O[C:5](=[O:7])[CH3:6])(=O)C.[CH3:8][C:9]1[C:18]2[C:13](=[CH:14][CH:15]=[CH:16][CH:17]=2)[CH:12]=[C:11]([NH2:19])[N:10]=1.C(N(CC)CC)C. Given the product [CH3:8][C:9]1[C:18]2[C:13](=[CH:14][CH:15]=[CH:16][CH:17]=2)[CH:12]=[C:11]([NH:19][C:5](=[O:7])[CH3:6])[N:10]=1, predict the reactants needed to synthesize it.